From a dataset of Forward reaction prediction with 1.9M reactions from USPTO patents (1976-2016). Predict the product of the given reaction. (1) Given the reactants [Cl:1][C:2]1[S:28][C:5]2[N:6]=[CH:7][N:8]=[C:9]([NH:10][CH:11]3[CH2:16][CH2:15][N:14]([CH2:17][C:18]4[CH:19]=[C:20]([CH:25]=[CH:26][CH:27]=4)[C:21]([O:23]C)=[O:22])[CH2:13][CH2:12]3)[C:4]=2[CH:3]=1.O[Li].O, predict the reaction product. The product is: [Cl:1][C:2]1[S:28][C:5]2[N:6]=[CH:7][N:8]=[C:9]([NH:10][CH:11]3[CH2:16][CH2:15][N:14]([CH2:17][C:18]4[CH:19]=[C:20]([CH:25]=[CH:26][CH:27]=4)[C:21]([OH:23])=[O:22])[CH2:13][CH2:12]3)[C:4]=2[CH:3]=1. (2) The product is: [CH3:1][C:2]1([CH3:67])[CH:5]([C:6]([O:8][C@H:9]2[CH2:26][CH2:25][C@@:24]3([CH3:27])[C@@H:11]([CH2:12][CH2:13][C@:14]4([CH3:54])[C@@H:23]3[CH2:22][CH2:21][C@H:20]3[C@@:15]4([CH3:53])[CH2:16][CH2:17][C@@:18]4([C:35]([N:37]5[CH2:41][CH2:40][CH2:39][C@H:38]5[C:42]5[NH:43][C:44]([C:47]6[CH:48]=[N:49][CH:50]=[CH:51][CH:52]=6)=[CH:45][N:46]=5)=[O:36])[CH2:30][CH2:29][C@@H:28]([C:31]5([CH3:34])[CH2:32][CH2:33]5)[C@@H:19]43)[C:10]2([CH3:56])[CH3:55])=[O:7])[CH2:4][CH:3]1[C:57]([OH:59])=[O:58]. Given the reactants [CH3:1][C:2]1([CH3:67])[CH:5]([C:6]([O:8][C@H:9]2[CH2:26][CH2:25][C@@:24]3([CH3:27])[C@@H:11]([CH2:12][CH2:13][C@:14]4([CH3:54])[C@@H:23]3[CH2:22][CH2:21][C@H:20]3[C@@:15]4([CH3:53])[CH2:16][CH2:17][C@@:18]4([C:35]([N:37]5[CH2:41][CH2:40][CH2:39][C@H:38]5[C:42]5[NH:43][C:44]([C:47]6[CH:48]=[N:49][CH:50]=[CH:51][CH:52]=6)=[CH:45][N:46]=5)=[O:36])[CH2:30][CH2:29][C@@H:28]([C:31]5([CH3:34])[CH2:33][CH2:32]5)[C@@H:19]43)[C:10]2([CH3:56])[CH3:55])=[O:7])[CH2:4][CH:3]1[C:57]([O:59]CC1C=CC=CC=1)=[O:58].C([O-])=O.[NH4+], predict the reaction product. (3) Given the reactants [CH3:1][O:2][C:3]1[CH:4]=[C:5]([CH:18]=[C:19]([O:21][CH3:22])[CH:20]=1)[C:6]([NH:8][CH:9]1[CH2:14][CH2:13][CH2:12][CH:11]([C:15](O)=O)[CH2:10]1)=[O:7].[CH3:23][C:24]1[CH:25]=[C:26]([NH2:31])[C:27]([NH2:30])=[CH:28][CH:29]=1.F[P-](F)(F)(F)(F)F.CN([PH+](N(C)C)N(C)C)C.C(N(C(C)C)CC)(C)C, predict the reaction product. The product is: [CH3:1][O:2][C:3]1[CH:4]=[C:5]([CH:18]=[C:19]([O:21][CH3:22])[CH:20]=1)[C:6]([NH:8][CH:9]1[CH2:14][CH2:13][CH2:12][CH:11]([C:15]2[NH:30][C:27]3[CH:28]=[CH:29][C:24]([CH3:23])=[CH:25][C:26]=3[N:31]=2)[CH2:10]1)=[O:7]. (4) Given the reactants OCC1CCN(C(OC(C)(C)C)=O)C1.C1(P(C2C=CC=CC=2)C2C=CC=CC=2)C=CC=CC=1.[Cl:34][CH2:35][CH:36]1[CH2:41][CH2:40][N:39]([C:42]([O:44][C:45]([CH3:48])([CH3:47])[CH3:46])=[O:43])[CH2:38]C1, predict the reaction product. The product is: [Cl:34][CH2:35][CH:36]1[CH2:41][CH2:40][N:39]([C:42]([O:44][C:45]([CH3:46])([CH3:47])[CH3:48])=[O:43])[CH2:38]1. (5) Given the reactants C(OC(=O)NCC1C=CC2N(CCCCO)C(CN3C4C(=CC=CC=4)C(=O)N(C4CC4)C3=O)=NC=2C=1)(C)(C)C.[C:40]([O:44][C:45]([NH:47][CH2:48][C:49]1[CH:82]=[CH:81][C:52]2[N:53]([CH2:70][CH2:71][CH2:72][CH2:73][O:74]C(=O)C(C)(C)C)[C:54]([CH2:56][N:57]3[C:66]4[C:61](=[CH:62][CH:63]=[CH:64][CH:65]=4)[C:60]([O:67][CH3:68])=[CH:59][C:58]3=[O:69])=[N:55][C:51]=2[CH:50]=1)=[O:46])([CH3:43])([CH3:42])[CH3:41], predict the reaction product. The product is: [C:40]([O:44][C:45](=[O:46])[NH:47][CH2:48][C:49]1[CH:82]=[CH:81][C:52]2[N:53]([CH2:70][CH2:71][CH2:72][CH2:73][OH:74])[C:54]([CH2:56][N:57]3[C:66]4[C:61](=[CH:62][CH:63]=[CH:64][CH:65]=4)[C:60]([O:67][CH3:68])=[CH:59][C:58]3=[O:69])=[N:55][C:51]=2[CH:50]=1)([CH3:43])([CH3:41])[CH3:42]. (6) Given the reactants [C:1]1(=[O:11])[NH:5][C:4](=[O:6])[C:3]2=[CH:7][CH:8]=[CH:9][CH:10]=[C:2]12.C1C=CC(P(C2C=CC=CC=2)C2C=CC=CC=2)=CC=1.[N:31]1[CH:36]=[CH:35][C:34]([CH2:37][CH2:38][CH2:39]O)=[CH:33][CH:32]=1.N(C(OCC)=O)=NC(OCC)=O, predict the reaction product. The product is: [N:31]1[CH:36]=[CH:35][C:34]([CH2:37][CH2:38][CH2:39][N:5]2[C:1](=[O:11])[C:2]3[C:3](=[CH:7][CH:8]=[CH:9][CH:10]=3)[C:4]2=[O:6])=[CH:33][CH:32]=1. (7) The product is: [F:25][C:15]1[CH:14]=[C:13]([NH:12][C:10]([C:9]2[CH:8]=[C:7]([N:6]3[C:4](=[O:5])[C:3]4[C:2](=[C:32]([N:33]([CH2:35][CH2:36][CH2:37][N:38]([CH3:39])[CH3:40])[CH3:34])[CH:31]=[CH:30][CH:29]=4)[N:1]=[CH:41]3)[CH:28]=[CH:27][CH:26]=2)=[O:11])[CH:18]=[C:17]([N:19]2[CH2:24][CH2:23][O:22][CH2:21][CH2:20]2)[CH:16]=1. Given the reactants [NH2:1][C:2]1[C:32]([N:33]([CH2:35][CH2:36][CH2:37][N:38]([CH3:40])[CH3:39])[CH3:34])=[CH:31][CH:30]=[CH:29][C:3]=1[C:4]([NH:6][C:7]1[CH:8]=[C:9]([CH:26]=[CH:27][CH:28]=1)[C:10]([NH:12][C:13]1[CH:18]=[C:17]([N:19]2[CH2:24][CH2:23][O:22][CH2:21][CH2:20]2)[CH:16]=[C:15]([F:25])[CH:14]=1)=[O:11])=[O:5].[CH:41](OCC)(OCC)OCC, predict the reaction product. (8) The product is: [Cl:1][C:2]1[CH:7]=[C:6]([Cl:8])[CH:5]=[C:4]([Cl:9])[C:3]=1[N:10]1[C:14]2=[N:15][C:16]([CH2:20][C:21]3[CH:26]=[CH:25][C:24]([C:27]([OH:29])=[O:28])=[CH:23][CH:22]=3)=[N:17][C:18](=[O:19])[C:13]2=[C:12]([CH:32]([CH3:34])[CH3:33])[NH:11]1. Given the reactants [Cl:1][C:2]1[CH:7]=[C:6]([Cl:8])[CH:5]=[C:4]([Cl:9])[C:3]=1[N:10]1[C:14]2=[N:15][C:16]([CH2:20][C:21]3[CH:26]=[CH:25][C:24]([C:27]([O:29]CC)=[O:28])=[CH:23][CH:22]=3)=[N:17][C:18](=[O:19])[C:13]2=[C:12]([CH:32]([CH3:34])[CH3:33])[NH:11]1.O.[OH-].[Li+].CO, predict the reaction product. (9) Given the reactants [Cl:1][C:2]1[CH:3]=[CH:4][C:5](I)=[C:6]([C:8]([C:10]2[C:15]([F:16])=[CH:14][CH:13]=[CH:12][C:11]=2[F:17])=[O:9])[CH:7]=1.[C:19]([O:23][C:24](=[O:29])[NH:25][CH2:26][C:27]#[CH:28])([CH3:22])([CH3:21])[CH3:20], predict the reaction product. The product is: [C:19]([O:23][C:24](=[O:29])[NH:25][CH2:26][C:27]#[C:28][C:5]1[CH:4]=[CH:3][C:2]([Cl:1])=[CH:7][C:6]=1[C:8](=[O:9])[C:10]1[C:15]([F:16])=[CH:14][CH:13]=[CH:12][C:11]=1[F:17])([CH3:22])([CH3:21])[CH3:20].